Dataset: Forward reaction prediction with 1.9M reactions from USPTO patents (1976-2016). Task: Predict the product of the given reaction. (1) Given the reactants [Br:1][C:2]1[CH:3]=[CH:4][C:5]([F:21])=[C:6]([C@@:8]([NH:14]S(C(C)(C)C)=O)([CH2:12][OH:13])[CH:9]([F:11])[F:10])[CH:7]=1.[ClH:22].CC(O)C, predict the reaction product. The product is: [NH2:14][C@@:8]([C:6]1[CH:7]=[C:2]([Br:1])[CH:3]=[CH:4][C:5]=1[F:21])([CH:9]([F:10])[F:11])[CH2:12][OH:13].[ClH:22]. (2) Given the reactants [Br:1][C:2]1[CH:3]=[C:4]2[C:9](=[CH:10][CH:11]=1)[N:8]=[CH:7][C:6]([C:12]([CH:14]1[CH2:16][CH2:15]1)=[O:13])=[C:5]2Cl.[CH3:18][NH:19][C@H:20]1[CH2:25][CH2:24][C@H:23]([N:26]2[CH:30]=[C:29]([NH2:31])[CH:28]=[N:27]2)[CH2:22][CH2:21]1, predict the reaction product. The product is: [Br:1][C:2]1[CH:3]=[C:4]2[C:9](=[CH:10][CH:11]=1)[N:8]=[CH:7][C:6]([C:12]([CH:14]1[CH2:16][CH2:15]1)=[O:13])=[C:5]2[NH:31][C:29]1[CH:28]=[N:27][N:26]([C@H:23]2[CH2:22][CH2:21][C@H:20]([NH:19][CH3:18])[CH2:25][CH2:24]2)[CH:30]=1. (3) The product is: [NH2:7][C:8]1[N:13]=[CH:12][C:11]([C:14]2[N:15]=[C:16]([N:31]3[CH2:36][CH2:35][O:34][CH2:33][CH2:32]3)[C:17]3[N:23]=[CH:22][C:21]([C:24]4[CH:25]=[C:26]([NH:30][C:43](=[O:44])[CH3:42])[CH:27]=[CH:28][CH:29]=4)=[CH:20][C:18]=3[N:19]=2)=[CH:10][N:9]=1. Given the reactants C(OC(=O)[NH:7][C:8]1[N:13]=[CH:12][C:11]([C:14]2[N:15]=[C:16]([N:31]3[CH2:36][CH2:35][O:34][CH2:33][CH2:32]3)[C:17]3[N:23]=[CH:22][C:21]([C:24]4[CH:29]=[CH:28][CH:27]=[C:26]([NH2:30])[CH:25]=4)=[CH:20][C:18]=3[N:19]=2)=[CH:10][N:9]=1)(C)(C)C.C(Cl)Cl.F[C:42](F)(F)[C:43](O)=[O:44].CO, predict the reaction product. (4) Given the reactants [Br:1][C:2]1[N:3]=[C:4]([C@@H:12]2[CH2:17][CH2:16][CH2:15][N:14]([C:18]([O:20][CH2:21][C:22]3[CH:27]=[CH:26][CH:25]=[CH:24][CH:23]=3)=[O:19])[CH2:13]2)[N:5]2[CH:10]=[CH:9][N:8]=[C:7](Cl)[C:6]=12.C(=O)([O-])[O-].[Cs+].[Cs+].[CH3:34][O:35][C:36]1[CH:43]=[C:42]([O:44][CH3:45])[CH:41]=[CH:40][C:37]=1[CH2:38][NH2:39], predict the reaction product. The product is: [Br:1][C:2]1[N:3]=[C:4]([C@@H:12]2[CH2:17][CH2:16][CH2:15][N:14]([C:18]([O:20][CH2:21][C:22]3[CH:27]=[CH:26][CH:25]=[CH:24][CH:23]=3)=[O:19])[CH2:13]2)[N:5]2[CH:10]=[CH:9][N:8]=[C:7]([NH:39][CH2:38][C:37]3[CH:40]=[CH:41][C:42]([O:44][CH3:45])=[CH:43][C:36]=3[O:35][CH3:34])[C:6]=12. (5) The product is: [NH2:41][C:39]1[N:38]=[C:37]([NH2:47])[C:36]([C:2]2[N:7]=[C:6]([N:8]3[CH2:13][CH2:12][O:11][CH2:10][CH2:9]3)[N:5]=[C:4]([O:14][CH:15]3[CH2:20][CH2:19][N:18]([C:21]([O:23][C:24]([CH3:27])([CH3:26])[CH3:25])=[O:22])[CH2:17][CH2:16]3)[CH:3]=2)=[CH:35][N:40]=1.[O:11]1[CH2:10][CH2:9][N:8]([C:6]2[N:7]=[C:2]([C:36]3[C:37]([NH2:47])=[N:38][C:39]([NH2:41])=[N:40][CH:35]=3)[CH:3]=[C:4]([O:14][CH:15]3[CH2:16][CH2:17][NH:18][CH2:19][CH2:20]3)[N:5]=2)[CH2:13][CH2:12]1. Given the reactants Cl[C:2]1[N:7]=[C:6]([N:8]2[CH2:13][CH2:12][O:11][CH2:10][CH2:9]2)[N:5]=[C:4]([O:14][CH:15]2[CH2:20][CH2:19][N:18]([C:21]([O:23][C:24]([CH3:27])([CH3:26])[CH3:25])=[O:22])[CH2:17][CH2:16]2)[CH:3]=1.NC1N=CC([C:35]2[N:40]=[C:39]([N:41]3CCOCC3)[N:38]=[C:37]([NH:47]C3C=NC4C(C=3)=C(OC)C=CC=4)[CH:36]=2)=CN=1, predict the reaction product.